Dataset: Reaction yield outcomes from USPTO patents with 853,638 reactions. Task: Predict the reaction yield, written as a fraction of the theoretical maximum amount of product (1.0 means a 100% yield; for example, 0.34 means a 34% yield). The reactants are [C:1]([CH:5]1[CH2:14][CH2:13][C:12]2[N:11]=[C:10]3[S:15][C:16]([C:18]([NH2:20])=[O:19])=[CH:17][C:9]3=[CH:8][C:7]=2[CH2:6]1)([CH3:4])([CH3:3])[CH3:2].[Cl:21][CH2:22][C:23]([CH2:25]Cl)=O. The catalyst is C(Cl)Cl. The product is [C:1]([CH:5]1[CH2:14][CH2:13][C:12]2[N:11]=[C:10]3[S:15][C:16]([C:18]4[O:19][C:23]([CH2:22][Cl:21])=[CH:25][N:20]=4)=[CH:17][C:9]3=[CH:8][C:7]=2[CH2:6]1)([CH3:4])([CH3:2])[CH3:3]. The yield is 0.240.